This data is from Reaction yield outcomes from USPTO patents with 853,638 reactions. The task is: Predict the reaction yield, written as a fraction of the theoretical maximum amount of product (1.0 means a 100% yield; for example, 0.34 means a 34% yield). (1) The reactants are [Cl:1][C:2]1[CH:7]=[CH:6][C:5]([CH2:8][CH:9]([CH3:14])[CH2:10][S:11]([CH3:13])=[O:12])=[CH:4][N:3]=1.[N-:15]=[N+]=[N-].[Na+].OS(O)(=O)=O. The catalyst is C(Cl)(Cl)Cl. The product is [Cl:1][C:2]1[CH:7]=[CH:6][C:5]([CH2:8][CH:9]([CH3:14])[CH2:10][S:11]([CH3:13])(=[NH:15])=[O:12])=[CH:4][N:3]=1. The yield is 0.940. (2) The reactants are [Cl-].[CH3:2]OC[P+](C1C=CC=CC=1)(C1C=CC=CC=1)C1C=CC=CC=1.[CH3:24][C:25]([O-])([CH3:27])[CH3:26].[Na+].[C:30]1([C:36]2[N:41]=[CH:40]C(C(=O)C)=[CH:38][N:37]=2)[CH:35]=[CH:34][CH:33]=[CH:32][CH:31]=1.C([O-])([O-])=O.[K+].[K+]. The catalyst is C1COCC1.C1COCC1.O.CO.[Hg](OC(C)=O)OC(C)=O.C/C(/[O-])=C(/P(OC)(OC)=O)\[N+]#N. The product is [CH3:24][CH:25]([C:27]1[CH:38]=[N:37][C:36]([C:30]2[CH:35]=[CH:34][CH:33]=[CH:32][CH:31]=2)=[N:41][CH:40]=1)[C:26]#[CH:2]. The yield is 0.0500. (3) The yield is 0.990. The product is [Br:1][C:2]1[C:10]([CH3:11])=[CH:9][C:5]([CH2:6][NH2:8])=[C:4]([F:12])[CH:3]=1. The reactants are [Br:1][C:2]1[C:10]([CH3:11])=[CH:9][C:5]([C:6]([NH2:8])=O)=[C:4]([F:12])[CH:3]=1.C([O-])(O)=O.[Na+]. The catalyst is C1COCC1. (4) The reactants are [Br:1][C:2]1[CH:3]=[C:4]([CH:30]=[CH:31][CH:32]=1)[CH2:5][N:6]1[C:14]2[C:13](=[O:15])[N:12]([CH3:16])[C:11](=[O:17])[N:10]([CH3:18])[C:9]=2[N:8]=[C:7]1[CH:19](C(OCC)=O)[C:20]([O:22]CC)=[O:21].[OH-].[Na+]. The catalyst is Cl.C1COCC1. The product is [Br:1][C:2]1[CH:3]=[C:4]([CH:30]=[CH:31][CH:32]=1)[CH2:5][N:6]1[C:14]2[C:13](=[O:15])[N:12]([CH3:16])[C:11](=[O:17])[N:10]([CH3:18])[C:9]=2[N:8]=[C:7]1[CH2:19][C:20]([OH:22])=[O:21]. The yield is 0.550.